This data is from Catalyst prediction with 721,799 reactions and 888 catalyst types from USPTO. The task is: Predict which catalyst facilitates the given reaction. (1) Reactant: [F:1][C:2]1[CH:9]=[CH:8][C:5]([CH:6]=O)=[CH:4][C:3]=1[C:10]1[S:11][CH:12]=[CH:13][CH:14]=1.[C:15]([C:18]1[CH:26]=[CH:25][C:21]([C:22]([OH:24])=[O:23])=[CH:20][CH:19]=1)(=[O:17])[CH3:16].[OH-].[Na+]. Product: [F:1][C:2]1[CH:9]=[CH:8][C:5](/[CH:6]=[CH:16]/[C:15]([C:18]2[CH:26]=[CH:25][C:21]([C:22]([OH:24])=[O:23])=[CH:20][CH:19]=2)=[O:17])=[CH:4][C:3]=1[C:10]1[S:11][CH:12]=[CH:13][CH:14]=1. The catalyst class is: 35. (2) Reactant: C(N(CC)CC)C.[CH3:8][C:9]1([CH3:16])[CH2:13][NH:12][C@@H:11]([CH2:14][OH:15])[CH2:10]1.[S:17](Cl)(Cl)(=[O:19])=[O:18]. Product: [CH3:8][C:9]1([CH3:16])[CH2:13][N:12]2[S:17](=[O:19])(=[O:18])[O:15][CH2:14][C@H:11]2[CH2:10]1. The catalyst class is: 2. (3) Reactant: [CH3:1][S:2]([OH:5])(=[O:4])=[O:3].[CH3:6][N:7]([CH2:14][CH2:15][O:16][C:17]1[CH:30]=[CH:29][C:20]([CH2:21][CH:22]2[S:26][C:25](=[O:27])[NH:24][C:23]2=[O:28])=[CH:19][CH:18]=1)[C:8]1[CH:13]=[CH:12][CH:11]=[CH:10][N:9]=1. Product: [CH3:1][S:2]([OH:5])(=[O:4])=[O:3].[CH3:6][N:7]([CH2:14][CH2:15][O:16][C:17]1[CH:30]=[CH:29][C:20]([CH2:21][CH:22]2[S:26][C:25](=[O:27])[NH:24][C:23]2=[O:28])=[CH:19][CH:18]=1)[C:8]1[CH:13]=[CH:12][CH:11]=[CH:10][N:9]=1. The catalyst class is: 13. (4) Reactant: [Br:1][C:2]1[CH:3]=[C:4]2[C:8](=[CH:9][CH:10]=1)[NH:7][CH2:6][CH2:5]2.[F:11][C:12]([F:23])([F:22])[C:13](O[C:13](=[O:14])[C:12]([F:23])([F:22])[F:11])=[O:14]. Product: [Br:1][C:2]1[CH:3]=[C:4]2[C:8](=[CH:9][CH:10]=1)[N:7]([C:13](=[O:14])[C:12]([F:23])([F:22])[F:11])[CH2:6][CH2:5]2. The catalyst class is: 2.